Predict the reactants needed to synthesize the given product. From a dataset of Full USPTO retrosynthesis dataset with 1.9M reactions from patents (1976-2016). (1) Given the product [NH2:20][C:16]1[C:15]2[N:14]([C:13]([CH:21]3[CH2:26][CH2:25][N:24]([C:38]([N:37]([CH3:41])[CH3:36])=[O:39])[CH2:23][CH2:22]3)=[N:12][C:11]=2[C:3]2[NH:2][C:10]3[C:5]([CH:4]=2)=[CH:6][CH:7]=[CH:8][CH:9]=3)[CH:19]=[CH:18][N:17]=1, predict the reactants needed to synthesize it. The reactants are: Cl.[NH:2]1[C:10]2[C:5](=[CH:6][CH:7]=[CH:8][CH:9]=2)[CH:4]=[C:3]1[C:11]1[N:12]=[C:13]([CH:21]2[CH2:26][CH2:25][NH:24][CH2:23][CH2:22]2)[N:14]2[CH:19]=[CH:18][N:17]=[C:16]([NH2:20])[C:15]=12.C(N(CC)C(C)C)(C)C.[CH3:36][N:37]([CH3:41])[C:38](Cl)=[O:39]. (2) Given the product [Cl:21][C:19]1[CH:18]=[CH:17][C:16]([N+:22]([O-:24])=[O:23])=[C:15]([CH:9]([C:7]#[N:8])[C:10]([O:12][CH3:13])=[O:11])[CH:20]=1, predict the reactants needed to synthesize it. The reactants are: C(=O)([O-])[O-].[K+].[K+].[C:7]([CH2:9][C:10]([O:12][CH3:13])=[O:11])#[N:8].Cl[C:15]1[CH:20]=[C:19]([Cl:21])[CH:18]=[CH:17][C:16]=1[N+:22]([O-:24])=[O:23].Cl. (3) Given the product [CH3:1][O:2][C:3]([C:5]12[CH2:10][CH2:9][C:8]([O:13][S:14]([C:17]([F:20])([F:18])[F:19])(=[O:16])=[O:15])([CH2:11][CH2:12]1)[CH2:7][CH2:6]2)=[O:4].[CH3:1][O:2][C:3]([C:5]12[CH2:10][CH2:9][C:44]([N:42]3[CH:43]=[C:39]([C:37]4[CH:36]=[CH:35][C:34]5[O:30][CH2:31][O:32][C:33]=5[CH:38]=4)[C:40]([C:47]4[CH:52]=[CH:51][CH:50]=[C:49]([CH3:53])[N:48]=4)=[N:41]3)([CH2:45][CH2:12]1)[CH2:7][CH2:6]2)=[O:4], predict the reactants needed to synthesize it. The reactants are: [CH3:1][O:2][C:3]([C:5]12[CH2:12][CH2:11][C:8]([O:13][S:14]([C:17]([F:20])([F:19])[F:18])(=[O:16])=[O:15])([CH2:9][CH2:10]1)[CH2:7][CH2:6]2)=[O:4].CCN(C(C)C)C(C)C.[O:30]1[C:34]2[CH:35]=[CH:36][C:37]([C:39]3[C:40]([C:47]4[CH:52]=[CH:51][CH:50]=[C:49]([CH3:53])[N:48]=4)=[N:41][N:42]([CH2:44][C:45]#N)[CH:43]=3)=[CH:38][C:33]=2[O:32][CH2:31]1. (4) Given the product [CH:12]1[CH:11]=[C:10]2[C:9]([CH2:16][C@@:17]([OH:21])([C:18]([OH:20])=[O:19])[CH2:3][C@H:2]([NH2:1])[C:4]([OH:6])=[O:5])=[CH:8][NH:7][C:15]2=[CH:14][CH:13]=1, predict the reactants needed to synthesize it. The reactants are: [NH2:1][C@H:2]([C:4]([OH:6])=[O:5])[CH3:3].[NH:7]1[C:15]2[C:10](=[CH:11][CH:12]=[CH:13][CH:14]=2)[C:9]([CH2:16][C:17](=[O:21])[C:18]([OH:20])=[O:19])=[CH:8]1. (5) Given the product [CH2:1]([O:3][C:4]1[CH:5]=[C:6]([N:10]2[CH:14]=[C:13]([C:15]([OH:17])=[O:16])[N:12]=[C:11]2[C:20]2[CH:25]=[CH:24][C:23]([CH3:26])=[CH:22][C:21]=2[F:27])[CH:7]=[CH:8][CH:9]=1)[CH3:2], predict the reactants needed to synthesize it. The reactants are: [CH2:1]([O:3][C:4]1[CH:5]=[C:6]([N:10]2[CH:14]=[C:13]([C:15]([O:17]CC)=[O:16])[N:12]=[C:11]2[C:20]2[CH:25]=[CH:24][C:23]([CH3:26])=[CH:22][C:21]=2[F:27])[CH:7]=[CH:8][CH:9]=1)[CH3:2].C(=O)(O)[O-].[Na+].BrCC(=O)C(OCC)=O. (6) Given the product [CH3:1][O:2][C:3]1[C:12]([NH:13][C:14]([N:31]2[CH2:30][CH2:29][N:28]([C:24]3[CH:25]=[CH:26][CH:27]=[C:22]([Br:21])[CH:23]=3)[CH2:33][CH2:32]2)=[O:18])=[N:11][C:10]2[C:5](=[CH:6][C:7]([CH3:20])=[C:8]([CH3:19])[CH:9]=2)[N:4]=1, predict the reactants needed to synthesize it. The reactants are: [CH3:1][O:2][C:3]1[C:12]([NH:13][C:14](=[O:18])OCC)=[N:11][C:10]2[C:5](=[CH:6][C:7]([CH3:20])=[C:8]([CH3:19])[CH:9]=2)[N:4]=1.[Br:21][C:22]1[CH:23]=[C:24]([N:28]2[CH2:33][CH2:32][NH:31][CH2:30][CH2:29]2)[CH:25]=[CH:26][CH:27]=1. (7) Given the product [ClH:12].[NH2:25][C:24]1[N:23]([C:20]2[CH:19]=[CH:18][C:17]([O:16][C:15]([F:14])([F:30])[F:31])=[CH:22][CH:21]=2)[CH:1]([CH2:2][CH2:3][CH2:4][CH2:5][CH2:6][CH2:7][CH2:8][CH2:9][CH3:10])[N:28]=[C:27]([NH2:29])[N:26]=1, predict the reactants needed to synthesize it. The reactants are: [CH:1](=O)[CH2:2][CH2:3][CH2:4][CH2:5][CH2:6][CH2:7][CH2:8][CH2:9][CH3:10].[ClH:12].Cl.[F:14][C:15]([F:31])([F:30])[O:16][C:17]1[CH:22]=[CH:21][C:20]([NH:23][C:24]([NH:26][C:27]([NH2:29])=[NH:28])=[NH:25])=[CH:19][CH:18]=1.